This data is from Forward reaction prediction with 1.9M reactions from USPTO patents (1976-2016). The task is: Predict the product of the given reaction. (1) Given the reactants Br[C:2]1[CH:3]=[CH:4][C:5]([C:8]([F:11])([F:10])[F:9])=[N:6][CH:7]=1.[OH:12][C:13]1[CH:20]=[CH:19][C:16]([C:17]#[N:18])=[CH:15][CH:14]=1.C(=O)([O-])[O-].[Cs+].[Cs+], predict the reaction product. The product is: [F:9][C:8]([F:11])([F:10])[C:5]1[N:6]=[CH:7][C:2]([O:12][C:13]2[CH:20]=[CH:19][C:16]([C:17]#[N:18])=[CH:15][CH:14]=2)=[CH:3][CH:4]=1. (2) Given the reactants [Cl:1][C:2]1[C:7]([C:8]#[N:9])=[CH:6][N:5]=[C:4]2[CH:10]=[CH:11][S:12][C:3]=12.C(NC(C)C)(C)C.[Li].[Br:21]C(F)(F)C(Br)(F)F, predict the reaction product. The product is: [Br:21][C:11]1[S:12][C:3]2[C:4](=[N:5][CH:6]=[C:7]([C:8]#[N:9])[C:2]=2[Cl:1])[CH:10]=1. (3) Given the reactants C[O:2][C:3]([C:5]1[C:27]([OH:28])=[CH:26][C:8]2[C:9]3[NH:10][C:11]4[C:16]([C:17]=3[CH2:18][CH2:19][C:7]=2[CH:6]=1)=[CH:15][C:14]([Br:20])=[C:13]([C:21]([F:24])([F:23])[F:22])[C:12]=4[F:25])=[O:4].C(O)C.O.[Li+].[OH-], predict the reaction product. The product is: [Br:20][C:14]1[CH:15]=[C:16]2[C:11](=[C:12]([F:25])[C:13]=1[C:21]([F:22])([F:23])[F:24])[NH:10][C:9]1[C:8]3[CH:26]=[C:27]([OH:28])[C:5]([C:3]([OH:4])=[O:2])=[CH:6][C:7]=3[CH2:19][CH2:18][C:17]2=1. (4) Given the reactants Br[C:2]1[C:11]2[O:10][CH:9]([C:12]([F:15])([F:14])[F:13])[C:8]([C:16]([O:18][CH2:19][CH3:20])=[O:17])=[CH:7][C:6]=2[CH:5]=[C:4]([Cl:21])[CH:3]=1.C([Sn](CCCC)(CCCC)[C:27]1[CH:32]=[CH:31][CH:30]=[CH:29][CH:28]=1)CCC, predict the reaction product. The product is: [Cl:21][C:4]1[CH:3]=[C:2]([C:27]2[CH:32]=[CH:31][CH:30]=[CH:29][CH:28]=2)[C:11]2[O:10][CH:9]([C:12]([F:15])([F:14])[F:13])[C:8]([C:16]([O:18][CH2:19][CH3:20])=[O:17])=[CH:7][C:6]=2[CH:5]=1. (5) The product is: [CH2:38]([C:29]1[N:30]([CH2:31][CH:32]2[CH2:37][CH2:36][O:35][CH2:34][CH2:33]2)[C:26]2[C:25]3[CH:24]=[CH:23][C:22]([O:40][CH2:9][CH2:10][N:11]4[CH2:16][CH2:15][O:14][CH2:13][CH2:12]4)=[CH:21][C:20]=3[N:19]=[C:18]([NH2:17])[C:27]=2[N:28]=1)[CH3:39]. Given the reactants C(=O)([O-])[O-].[Cs+].[Cs+].Cl.Cl[CH2:9][CH2:10][N:11]1[CH2:16][CH2:15][O:14][CH2:13][CH2:12]1.[NH2:17][C:18]1[C:27]2[N:28]=[C:29]([CH2:38][CH3:39])[N:30]([CH2:31][CH:32]3[CH2:37][CH2:36][O:35][CH2:34][CH2:33]3)[C:26]=2[C:25]2[CH:24]=[CH:23][C:22]([OH:40])=[CH:21][C:20]=2[N:19]=1.C(=O)([O-])[O-].[Na+].[Na+], predict the reaction product.